Dataset: Experimentally validated miRNA-target interactions with 360,000+ pairs, plus equal number of negative samples. Task: Binary Classification. Given a miRNA mature sequence and a target amino acid sequence, predict their likelihood of interaction. The miRNA is hsa-miR-3116 with sequence UGCCUGGAACAUAGUAGGGACU. The protein sequence of the target gene is MKLPLSPSTEPVATEPLGMALLSSILAAWSYISENPERAALYFVSGVCIGLFLTLAALVMRISCHTDCRRGPRRRCLQDRECSDSSDSEDGSEDTASDLSVRRHRRFERTLNKNVFTSAEELERAQRLEERERIIREIWMNGQPEVPGTRSLNRYY. Result: 0 (no interaction).